From a dataset of Retrosynthesis with 50K atom-mapped reactions and 10 reaction types from USPTO. Predict the reactants needed to synthesize the given product. (1) Given the product COCOc1c(-c2ccc(C(F)(F)F)nc2)cc(C(C)(C)C)cc1C(C)O, predict the reactants needed to synthesize it. The reactants are: COCOc1c(C=O)cc(C(C)(C)C)cc1-c1ccc(C(F)(F)F)nc1.C[Mg+]. (2) The reactants are: COC(=O)[C@@H]1CC2(CN1C(=O)[C@H](C)NC(=O)OCc1ccccc1)SCCS2. Given the product C[C@H](NC(=O)OCc1ccccc1)C(=O)N1CC2(C[C@H]1C(=O)O)SCCS2, predict the reactants needed to synthesize it. (3) Given the product CN(C)C1CCN2CCc3ccccc3C2(c2ccc(F)cc2)C1, predict the reactants needed to synthesize it. The reactants are: CNC.O=C1CCN2CCc3ccccc3C2(c2ccc(F)cc2)C1.